This data is from NCI-60 drug combinations with 297,098 pairs across 59 cell lines. The task is: Regression. Given two drug SMILES strings and cell line genomic features, predict the synergy score measuring deviation from expected non-interaction effect. (1) Drug 1: CCCS(=O)(=O)NC1=C(C(=C(C=C1)F)C(=O)C2=CNC3=C2C=C(C=N3)C4=CC=C(C=C4)Cl)F. Drug 2: COC1=C(C=C2C(=C1)N=CN=C2NC3=CC(=C(C=C3)F)Cl)OCCCN4CCOCC4. Cell line: ACHN. Synergy scores: CSS=48.8, Synergy_ZIP=-1.88, Synergy_Bliss=-3.34, Synergy_Loewe=-9.18, Synergy_HSA=-1.18. (2) Synergy scores: CSS=20.8, Synergy_ZIP=-2.87, Synergy_Bliss=0.650, Synergy_Loewe=-14.7, Synergy_HSA=-0.593. Drug 2: C(CCl)NC(=O)N(CCCl)N=O. Cell line: HL-60(TB). Drug 1: C1=NC2=C(N1)C(=S)N=CN2.